Predict the reactants needed to synthesize the given product. From a dataset of Full USPTO retrosynthesis dataset with 1.9M reactions from patents (1976-2016). (1) Given the product [CH3:1][C:2]1([CH:9]2[CH2:13][CH2:12][CH:11]([CH3:14])[CH2:10]2)[NH:6][C:5](=[O:7])[N:4]([CH2:16][C:17](=[O:18])[C:19]2[CH:24]=[CH:23][CH:22]=[CH:21][CH:20]=2)[C:3]1=[O:8], predict the reactants needed to synthesize it. The reactants are: [CH3:1][C:2]1([CH:9]2[CH2:13][CH2:12][CH:11]([CH3:14])[CH2:10]2)[NH:6][C:5](=[O:7])[NH:4][C:3]1=[O:8].Br[CH2:16][C:17]([C:19]1[CH:24]=[CH:23][CH:22]=[CH:21][CH:20]=1)=[O:18]. (2) Given the product [CH3:23][O:22][C:19]1[CH:18]=[CH:17][C:16]([CH2:15][O:14][N:13]=[C:11]2[CH2:12][N:8]([C:6](=[O:7])[C:37]3[CH:36]=[CH:35][C:34]([O:27][C:28]4[CH:29]=[CH:30][CH:31]=[CH:32][CH:33]=4)=[CH:42][CH:41]=3)[C@H:9]([C:24]([NH:54][C:49]3[CH:50]=[CH:51][CH:52]=[CH:53][C:48]=3[N:43]3[CH:47]=[CH:46][CH:45]=[CH:44]3)=[O:26])[CH2:10]2)=[CH:21][CH:20]=1, predict the reactants needed to synthesize it. The reactants are: C(O[C:6]([N:8]1[CH2:12][C:11](=[N:13][O:14][CH2:15][C:16]2[CH:21]=[CH:20][C:19]([O:22][CH3:23])=[CH:18][CH:17]=2)[CH2:10][C@H:9]1[C:24]([OH:26])=O)=[O:7])(C)(C)C.[O:27]([C:34]1[CH:42]=[CH:41][C:37](C(Cl)=O)=[CH:36][CH:35]=1)[C:28]1[CH:33]=[CH:32][CH:31]=[CH:30][CH:29]=1.[N:43]1([C:48]2[CH:53]=[CH:52][CH:51]=[CH:50][C:49]=2[NH2:54])[CH:47]=[CH:46][CH:45]=[CH:44]1. (3) Given the product [Cl:27][C:28]1[CH:33]=[CH:32][CH:31]=[CH:30][C:29]=1[C:10]1[C:11]2[CH:12]=[N:13][C:14]([O:17][C:18]3[CH:23]=[CH:22][C:21]([F:24])=[CH:20][C:19]=3[F:25])=[CH:15][C:16]=2[N:8]([C:1]([O:3][C:4]([CH3:7])([CH3:6])[CH3:5])=[O:2])[N:9]=1, predict the reactants needed to synthesize it. The reactants are: [C:1]([N:8]1[C:16]2[CH:15]=[C:14]([O:17][C:18]3[CH:23]=[CH:22][C:21]([F:24])=[CH:20][C:19]=3[F:25])[N:13]=[CH:12][C:11]=2[C:10](I)=[N:9]1)([O:3][C:4]([CH3:7])([CH3:6])[CH3:5])=[O:2].[Cl:27][C:28]1[CH:33]=[CH:32][CH:31]=[CH:30][C:29]=1B(O)O.C(=O)([O-])[O-].[Na+].[Na+]. (4) Given the product [CH3:18][NH:19][C:6](=[O:7])[C:5]1[CH:9]=[CH:10][C:2]([I:1])=[C:3]([N+:11]([O-:13])=[O:12])[CH:4]=1, predict the reactants needed to synthesize it. The reactants are: [I:1][C:2]1[CH:10]=[CH:9][C:5]([C:6](O)=[O:7])=[CH:4][C:3]=1[N+:11]([O-:13])=[O:12].O=S(Cl)Cl.[CH3:18][NH2:19].